This data is from Catalyst prediction with 721,799 reactions and 888 catalyst types from USPTO. The task is: Predict which catalyst facilitates the given reaction. Reactant: Cl.[CH:2]1([NH:9][C:10](=[O:39])[NH:11][C:12]2[C:13]([F:38])=[CH:14][C:15]([CH3:37])=[C:16]([C:18]3[C:19]([CH3:36])=[N:20][C:21]4[C:26]([CH:27]=3)=[CH:25][N:24]=[C:23]([NH:28]C(=O)OC(C)(C)C)[CH:22]=4)[CH:17]=2)[CH2:8][CH2:7][CH2:6][CH2:5][CH2:4][CH2:3]1. Product: [NH2:28][C:23]1[CH:22]=[C:21]2[C:26]([CH:27]=[C:18]([C:16]3[C:15]([CH3:37])=[CH:14][C:13]([F:38])=[C:12]([NH:11][C:10]([NH:9][CH:2]4[CH2:3][CH2:4][CH2:5][CH2:6][CH2:7][CH2:8]4)=[O:39])[CH:17]=3)[C:19]([CH3:36])=[N:20]2)=[CH:25][N:24]=1. The catalyst class is: 5.